Dataset: Forward reaction prediction with 1.9M reactions from USPTO patents (1976-2016). Task: Predict the product of the given reaction. (1) Given the reactants [NH:1]([CH3:8])[C@H:2]([C:5]([OH:7])=[O:6])[CH2:3][SH:4].[ClH:9].[C:10]([O-:13])(O)=[O:11].[Na+].[O:15](C(O[C:19](C)([CH3:21])[CH3:20])=O)C(O[C:19](C)([CH3:21])[CH3:20])=[O:15].[OH-:30].[Na+].[Si]([CH:36]=[N+:37]=[N-:38])(C)(C)C.[ClH:39].CCOC(C)=O.[NH:46](C(OC[C:62]1[CH:67]=[CH:66]C=[CH:64][CH:63]=1)=O)[C@@H:47]([C:50](OCC(Cl)(Cl)[Cl:55])=O)[CH2:48][SH:49].N[C@@H](C(O)=O)CS.C1C=CC(P(C2C=CC=CC=2)C2C=CC=CC=2)=CC=1.SCCO, predict the reaction product. The product is: [CH:2]([Cl:55])([OH:30])[CH:5]([Cl:39])[Cl:9].[CH2:19]1[CH2:21][CH2:5][CH:2]([N:1]=[C:8]=[N:37][CH:36]2[CH2:66][CH2:67][CH2:62][CH2:63][CH2:64]2)[CH2:3][CH2:20]1.[CH:48]1[CH:47]=[CH:50][C:5]2[N:37]([OH:15])[N:38]=[N:1][C:2]=2[CH:3]=1.[CH2:3]([S:4][S:49][CH2:48][C@@H:47]([NH2:46])[C:10]([OH:13])=[O:11])[C@@H:2]([NH2:1])[C:5]([OH:7])=[O:6]. (2) Given the reactants C(N(CC)[CH:4]=[CH:5][C:6]1[CH:11]=[C:10]([F:12])[C:9]([F:13])=[CH:8][C:7]=1[N+:14]([O-])=O)C, predict the reaction product. The product is: [F:12][C:10]1[CH:11]=[C:6]2[C:7](=[CH:8][C:9]=1[F:13])[NH:14][CH:4]=[CH:5]2. (3) Given the reactants C(OC1C=CC(COC(N2CCNCC2)=O)=CC=1)C1C=CC=CC=1.[F:25][C:26]1[CH:66]=[CH:65][C:29]([CH2:30][O:31][C:32]2[CH:64]=[CH:63][C:35]([CH2:36][O:37][C:38]([N:40]3[CH2:45][CH2:44][N:43](C(OCC4C5C=CC=CC=5C5C4=CC=CC=5)=O)[CH2:42][CH2:41]3)=[O:39])=[CH:34][CH:33]=2)=[CH:28][CH:27]=1.N1CCOCC1, predict the reaction product. The product is: [F:25][C:26]1[CH:27]=[CH:28][C:29]([CH2:30][O:31][C:32]2[CH:64]=[CH:63][C:35]([CH2:36][O:37][C:38]([N:40]3[CH2:41][CH2:42][NH:43][CH2:44][CH2:45]3)=[O:39])=[CH:34][CH:33]=2)=[CH:65][CH:66]=1. (4) Given the reactants [OH:1][CH2:2][C:3]1[S:7][C:6]([C:8]2[CH:9]=[CH:10][C:11]([N+:25]([O-:27])=[O:26])=[C:12]([NH:14][C:15](=[O:24])[C:16]3[CH:21]=[CH:20][C:19]([O:22][CH3:23])=[CH:18][CH:17]=3)[CH:13]=2)=[CH:5][CH:4]=1.CC(OI1(OC(C)=O)(OC(C)=O)OC(=O)C2C=CC=CC1=2)=O, predict the reaction product. The product is: [CH:2]([C:3]1[S:7][C:6]([C:8]2[CH:9]=[CH:10][C:11]([N+:25]([O-:27])=[O:26])=[C:12]([NH:14][C:15](=[O:24])[C:16]3[CH:21]=[CH:20][C:19]([O:22][CH3:23])=[CH:18][CH:17]=3)[CH:13]=2)=[CH:5][CH:4]=1)=[O:1].